From a dataset of Full USPTO retrosynthesis dataset with 1.9M reactions from patents (1976-2016). Predict the reactants needed to synthesize the given product. (1) Given the product [CH3:12][O:11][C:8]1[CH:9]=[C:10]2[C:5](=[CH:6][CH:7]=1)[N:4]([CH3:13])[CH:3]=[C:2]2[B:17]1[O:18][C:19]([CH3:21])([CH3:20])[C:15]([CH3:22])([CH3:14])[O:16]1, predict the reactants needed to synthesize it. The reactants are: I[C:2]1[C:10]2[C:5](=[CH:6][CH:7]=[C:8]([O:11][CH3:12])[CH:9]=2)[N:4]([CH3:13])[CH:3]=1.[CH3:14][C:15]1([CH3:22])[C:19]([CH3:21])([CH3:20])[O:18][BH:17][O:16]1. (2) Given the product [O:28]1[CH2:29][CH2:30][N:25]([C:5]2[CH:12]=[CH:11][C:8]([CH:9]=[O:10])=[CH:7][C:6]=2[N+:13]([O-:15])=[O:14])[CH2:26][CH2:27]1, predict the reactants needed to synthesize it. The reactants are: ClCCl.F[C:5]1[CH:12]=[CH:11][C:8]([CH:9]=[O:10])=[CH:7][C:6]=1[N+:13]([O-:15])=[O:14].C(N(C(C)C)CC)(C)C.[NH:25]1[CH2:30][CH2:29][O:28][CH2:27][CH2:26]1. (3) Given the product [O:1]1[C:5]2[CH:6]=[CH:7][CH:8]=[CH:9][C:4]=2[CH:3]=[C:2]1[C:10]([NH:12][C:13]1([C:19]([NH:21][CH:22]2[CH2:27][CH2:26][N:25]([C:28]3[CH:33]=[CH:32][CH:31]=[CH:30][C:29]=3[C:34]3[O:35][CH:52]=[N:51][CH:50]=3)[CH2:24][CH:23]2[OH:36])=[O:20])[CH2:18][CH2:17][CH2:16][CH2:15][CH2:14]1)=[O:11], predict the reactants needed to synthesize it. The reactants are: [O:1]1[C:5]2[CH:6]=[CH:7][CH:8]=[CH:9][C:4]=2[CH:3]=[C:2]1[C:10]([NH:12][C:13]1([C:19]([NH:21][CH:22]2[CH2:27][CH2:26][N:25]([C:28]3[CH:33]=[CH:32][CH:31]=[CH:30][C:29]=3[CH:34]=[O:35])[CH2:24][CH:23]2[OH:36])=[O:20])[CH2:18][CH2:17][CH2:16][CH2:15][CH2:14]1)=[O:11].C(=O)([O-])[O-].C1(C)C=CC(S([CH2:50][N:51]=[C:52]=O)(=O)=O)=CC=1.O.